From a dataset of Full USPTO retrosynthesis dataset with 1.9M reactions from patents (1976-2016). Predict the reactants needed to synthesize the given product. (1) The reactants are: Cl[C:2]1[CH:7]=[C:6]([C:8]([F:11])([F:10])[F:9])[N:5]=[C:4]([C:12]2[CH:17]=[CH:16][CH:15]=[CH:14][CH:13]=2)[N:3]=1.Cl.[Cl:19][C:20]1[CH:26]=[CH:25][C:24]([O:27][CH3:28])=[CH:23][C:21]=1[NH2:22].[OH-].[Na+]. Given the product [Cl:19][C:20]1[CH:26]=[CH:25][C:24]([O:27][CH3:28])=[CH:23][C:21]=1[NH:22][C:2]1[CH:7]=[C:6]([C:8]([F:11])([F:10])[F:9])[N:5]=[C:4]([C:12]2[CH:17]=[CH:16][CH:15]=[CH:14][CH:13]=2)[N:3]=1, predict the reactants needed to synthesize it. (2) Given the product [Br:1][C:2]1[CH:15]=[C:14]([F:16])[C:13]2[O:12][C:11]3[C:6](=[CH:7][C:8]([O:17][CH3:18])=[CH:9][CH:10]=3)[C@:5]3([N:19]=[C:20]([NH2:65])[CH2:21][O:22][CH2:23]3)[C:4]=2[CH:3]=1, predict the reactants needed to synthesize it. The reactants are: [Br:1][C:2]1[CH:15]=[C:14]([F:16])[C:13]2[O:12][C:11]3[C:6](=[CH:7][C:8]([O:17][CH3:18])=[CH:9][CH:10]=3)[C@@:5]3([CH2:23][O:22][CH2:21][C:20](=O)[NH:19]3)[C:4]=2[CH:3]=1.COC1C=CC(P2(SP(C3C=CC(OC)=CC=3)(=S)S2)=S)=CC=1.BrC1C=C(F)C2OC3C(=CC(OC)=CC=3)[C@@]3(COCC(=S)[NH:65]3)C=2C=1.N. (3) The reactants are: [N:1]1[N:2]=[CH:3][N:4]([C:6]2[CH:11]=[CH:10][CH:9]=[CH:8][C:7]=2[C:12]#[N:13])[CH:5]=1. Given the product [N:1]1[N:2]=[CH:3][N:4]([C:6]2[CH:11]=[CH:10][CH:9]=[CH:8][C:7]=2[CH2:12][NH2:13])[CH:5]=1, predict the reactants needed to synthesize it. (4) Given the product [C:1]([Si:5]([CH3:29])([CH3:30])[O:6][CH2:7][CH2:8][C:9]1([CH2:26][CH2:27][CH3:28])[C:14]2[NH:15][C:16]3[C:21]([C:13]=2[CH2:12][CH2:11][O:10]1)=[C:20]([C:22]([N:61]1[CH2:66][CH2:65][O:64][CH2:63][CH2:62]1)=[O:24])[CH:19]=[CH:18][C:17]=3[F:25])([CH3:3])([CH3:2])[CH3:4], predict the reactants needed to synthesize it. The reactants are: [C:1]([Si:5]([CH3:30])([CH3:29])[O:6][CH2:7][CH2:8][C:9]1([CH2:26][CH2:27][CH3:28])[C:14]2[NH:15][C:16]3[C:17]([F:25])=[CH:18][CH:19]=[C:20]([C:22]([OH:24])=O)[C:21]=3[C:13]=2[CH2:12][CH2:11][O:10]1)([CH3:4])([CH3:3])[CH3:2].CCN=C=NCCCN(C)C.C1C=CC2N(O)N=NC=2C=1.C(N(C(C)C)CC)(C)C.[NH:61]1[CH2:66][CH2:65][O:64][CH2:63][CH2:62]1. (5) Given the product [N:33]1([CH2:28][C:27]2[CH:30]=[CH:31][C:24]([C:21]3[N:20]=[C:19]([C:11]4[N:10]=[N:9][N:8]([C:3]5[CH:4]=[CH:5][CH:6]=[CH:7][C:2]=5[F:1])[C:12]=4[C:13]4[CH:18]=[CH:17][N:16]=[CH:15][CH:14]=4)[O:23][N:22]=3)=[CH:25][CH:26]=2)[CH2:36][CH2:35][CH2:34]1, predict the reactants needed to synthesize it. The reactants are: [F:1][C:2]1[CH:7]=[CH:6][CH:5]=[CH:4][C:3]=1[N:8]1[C:12]([C:13]2[CH:18]=[CH:17][N:16]=[CH:15][CH:14]=2)=[C:11]([C:19]2[O:23][N:22]=[C:21]([C:24]3[CH:31]=[CH:30][C:27]([CH:28]=O)=[CH:26][CH:25]=3)[N:20]=2)[N:10]=[N:9]1.Cl.[NH:33]1[CH2:36][CH2:35][CH2:34]1. (6) Given the product [CH:17]1([C:22]2[CH:26]=[C:25]([NH:27][C:2]3[N:10]=[CH:9][CH:8]=[CH:7][C:3]=3[C:4]([OH:6])=[O:5])[N:24]([C:28]3[CH:33]=[CH:32][CH:31]=[CH:30][C:29]=3[CH3:34])[N:23]=2)[CH2:18][CH2:19][CH2:20][CH2:21]1, predict the reactants needed to synthesize it. The reactants are: Cl[C:2]1[N:10]=[CH:9][CH:8]=[CH:7][C:3]=1[C:4]([OH:6])=[O:5].C(=O)([O-])[O-].[K+].[K+].[CH:17]1([C:22]2[CH:26]=[C:25]([NH2:27])[N:24]([C:28]3[CH:33]=[CH:32][CH:31]=[CH:30][C:29]=3[CH3:34])[N:23]=2)[CH2:21][CH2:20][CH2:19][CH2:18]1. (7) Given the product [CH3:30][O:29][CH2:28][CH2:27][N:4]1[C:5]2=[N:10][C:9]([N:11]3[CH2:16][CH2:15][O:14][CH2:13][CH2:12]3)=[CH:8][C:7](=[O:17])[N:6]2[CH2:18][C:2]([CH3:19])([CH3:1])[CH2:3]1, predict the reactants needed to synthesize it. The reactants are: [CH3:1][C:2]1([CH3:19])[CH2:18][N:6]2[C:7](=[O:17])[CH:8]=[C:9]([N:11]3[CH2:16][CH2:15][O:14][CH2:13][CH2:12]3)[N:10]=[C:5]2[NH:4][CH2:3]1.[H-].[Na+].CS(O[CH2:27][CH2:28][O:29][CH3:30])(=O)=O. (8) The reactants are: OCCN(C)C(C1C(OCC2C=CC=CC=2)=C(O)N=C(CC2(C3C4C(=CC=CC=4)C=CC=3)CCCC2)N=1)=O.[CH2:39]([N:46]([CH2:77][CH2:78][O:79][Si](C(C)(C)C)(C)C)[C:47]([C:49]1[C:54]([O:55][CH2:56][C:57]2[CH:62]=[CH:61][CH:60]=[CH:59][CH:58]=2)=[C:53]([OH:63])[N:52]=[C:51]([CH2:64][C:65]2([C:70]3[CH:75]=[CH:74][C:73]([Cl:76])=[CH:72][CH:71]=3)[CH2:69][CH2:68][CH2:67][CH2:66]2)[N:50]=1)=[O:48])[C:40]1[CH:45]=[CH:44][CH:43]=[CH:42][CH:41]=1. Given the product [CH2:39]([N:46]([CH2:77][CH2:78][OH:79])[C:47]([C:49]1[C:54]([O:55][CH2:56][C:57]2[CH:62]=[CH:61][CH:60]=[CH:59][CH:58]=2)=[C:53]([OH:63])[N:52]=[C:51]([CH2:64][C:65]2([C:70]3[CH:75]=[CH:74][C:73]([Cl:76])=[CH:72][CH:71]=3)[CH2:66][CH2:67][CH2:68][CH2:69]2)[N:50]=1)=[O:48])[C:40]1[CH:45]=[CH:44][CH:43]=[CH:42][CH:41]=1, predict the reactants needed to synthesize it. (9) The reactants are: C(N1C=CN=C1)(N1C=CN=C1)=O.[F:13][C:14]1[CH:31]=[C:30]([F:32])[CH:29]=[CH:28][C:15]=1[NH:16][C:17]1[CH:25]=[C:24]([F:26])[C:23]([F:27])=[CH:22][C:18]=1[C:19]([OH:21])=O.Cl.[CH2:34]([O:41][NH2:42])[C:35]1[CH:40]=[CH:39][CH:38]=[CH:37][CH:36]=1.C(N(CC)CC)C. Given the product [CH2:34]([O:41][NH:42][C:19](=[O:21])[C:18]1[CH:22]=[C:23]([F:27])[C:24]([F:26])=[CH:25][C:17]=1[NH:16][C:15]1[CH:28]=[CH:29][C:30]([F:32])=[CH:31][C:14]=1[F:13])[C:35]1[CH:40]=[CH:39][CH:38]=[CH:37][CH:36]=1, predict the reactants needed to synthesize it. (10) Given the product [Cl:1][C:2]1[CH:3]=[C:4]([NH2:10])[C:5]([NH2:9])=[N:6][C:7]=1[I:8], predict the reactants needed to synthesize it. The reactants are: [Cl:1][C:2]1[CH:3]=[C:4]([N+:10]([O-])=O)[C:5]([NH2:9])=[N:6][C:7]=1[I:8].O.O.[Sn](Cl)Cl.O.[F-].[K+].